From a dataset of Full USPTO retrosynthesis dataset with 1.9M reactions from patents (1976-2016). Predict the reactants needed to synthesize the given product. (1) Given the product [C:14]([NH:1][C:2]1[NH:3][C:4](=[O:13])[C:5]2[N:11]=[C:10]([Cl:12])[CH:9]=[CH:8][C:6]=2[N:7]=1)(=[O:16])[CH3:15], predict the reactants needed to synthesize it. The reactants are: [NH2:1][C:2]1[NH:3][C:4](=[O:13])[C:5]2[N:11]=[C:10]([Cl:12])[CH:9]=[CH:8][C:6]=2[N:7]=1.[C:14](OC(=O)C)(=[O:16])[CH3:15]. (2) Given the product [CH3:32][O:33][C:34](=[O:39])[C@@H:35]([NH:38][C:17](=[O:18])[C@@H:16]([NH:15][C:13](=[O:14])[C@@H:12]([NH:23][CH:24]([O:26][C:27]([CH3:29])([CH3:30])[CH3:28])[OH:25])[CH2:11][C:8]1[CH:9]=[CH:10][C:5]([O:4][CH2:1][CH:2]=[CH2:3])=[CH:6][CH:7]=1)[CH:20]([CH3:22])[CH3:21])[CH:36]=[CH2:37], predict the reactants needed to synthesize it. The reactants are: [CH2:1]([O:4][C:5]1[CH:10]=[CH:9][C:8]([CH2:11][C@H:12]([NH:23][C:24]([O:26][C:27]([CH3:30])([CH3:29])[CH3:28])=[O:25])[C:13]([NH:15][C@@H:16]([CH:20]([CH3:22])[CH3:21])[C:17](O)=[O:18])=[O:14])=[CH:7][CH:6]=1)[CH:2]=[CH2:3].Cl.[CH3:32][O:33][C:34](=[O:39])[C@@H:35]([NH2:38])[CH:36]=[CH2:37].CN(C(ON1N=NC2C=CC=NC1=2)=[N+](C)C)C.F[P-](F)(F)(F)(F)F.CCN(C(C)C)C(C)C. (3) Given the product [CH3:22][S:24][C:27]1[CH:28]=[CH:29][C:30]([C:33]2[CH:38]=[C:37]([C:17]([F:20])([F:19])[F:18])[CH:36]=[CH:35][C:34]=2[O:43][CH2:44][C:45]([O:47][C:30]([CH3:33])([CH3:31])[CH3:29])=[O:46])=[C:31]([C:17]([F:18])([F:19])[F:20])[CH:32]=1, predict the reactants needed to synthesize it. The reactants are: CC1(C)C(C)(C)OB(C2C=CC(SC)=C([C:17]([F:20])([F:19])[F:18])C=2)O1.[CH2:22]([S:24]([C:27]1[CH:32]=[CH:31][C:30]([C:33]2[C:38](C)=[C:37]([N+]([O-])=O)[CH:36]=[CH:35][C:34]=2[O:43][CH2:44][C:45]([OH:47])=[O:46])=[CH:29][CH:28]=1)(=O)=O)C. (4) Given the product [Cl:1][C:2]1[C:7]([CH3:8])=[CH:6][C:5]([N+:9]([O-:11])=[O:10])=[CH:4][N+:3]=1[O-:14], predict the reactants needed to synthesize it. The reactants are: [Cl:1][C:2]1[C:7]([CH3:8])=[CH:6][C:5]([N+:9]([O-:11])=[O:10])=[CH:4][N:3]=1.NC(N)=[O:14].OO.FC(F)(F)C(OC(=O)C(F)(F)F)=O.S(S([O-])=O)([O-])=O.[Na+].[Na+].